Dataset: Full USPTO retrosynthesis dataset with 1.9M reactions from patents (1976-2016). Task: Predict the reactants needed to synthesize the given product. (1) Given the product [F:26][C:2]([F:1])([F:25])[O:3][C:4]1[CH:5]=[CH:6][C:7]([N:10]2[CH:14]=[N:13][C:12]([C:15]3[CH:24]=[CH:23][C:18]([C:19]([OH:21])=[O:20])=[CH:17][CH:16]=3)=[N:11]2)=[CH:8][CH:9]=1, predict the reactants needed to synthesize it. The reactants are: [F:1][C:2]([F:26])([F:25])[O:3][C:4]1[CH:9]=[CH:8][C:7]([N:10]2[CH:14]=[N:13][C:12]([C:15]3[CH:24]=[CH:23][C:18]([C:19]([O:21]C)=[O:20])=[CH:17][CH:16]=3)=[N:11]2)=[CH:6][CH:5]=1.[OH-].[Li+]. (2) Given the product [F:22][C:19]([F:20])([F:21])[C:17]1[CH:16]=[N:15][N:14]([C:11]2[N:12]=[CH:13][C:8]([NH2:5])=[CH:9][N:10]=2)[CH:18]=1, predict the reactants needed to synthesize it. The reactants are: C(O)(=O)C.[N+:5]([C:8]1[CH:9]=[N:10][C:11]([N:14]2[CH:18]=[C:17]([C:19]([F:22])([F:21])[F:20])[CH:16]=[N:15]2)=[N:12][CH:13]=1)([O-])=O. (3) Given the product [CH:1]1([CH2:7][C:8]2([CH3:17])[C:9](=[O:10])[NH:19][N:18]=[C:14]2[CH3:15])[CH2:6][CH2:5][CH2:4][CH2:3][CH2:2]1, predict the reactants needed to synthesize it. The reactants are: [CH:1]1([CH2:7][C:8]([CH3:17])([C:14](=O)[CH3:15])[C:9](OCC)=[O:10])[CH2:6][CH2:5][CH2:4][CH2:3][CH2:2]1.[NH2:18][NH2:19]. (4) Given the product [Cl:21][C:22]1[CH:27]=[C:26]([C:28]2([C:30]([F:33])([F:31])[F:32])[O:6][N:7]=[C:8]([C:9]3[N:14]=[C:13]([CH3:15])[C:12]([C:16]([O:18][CH2:19][CH3:20])=[O:17])=[CH:11][N:10]=3)[CH2:29]2)[CH:25]=[C:24]([Cl:34])[CH:23]=1, predict the reactants needed to synthesize it. The reactants are: Cl[O-].[Na+].[OH-].[Na+].[OH:6][N:7]=[CH:8][C:9]1[N:14]=[C:13]([CH3:15])[C:12]([C:16]([O:18][CH2:19][CH3:20])=[O:17])=[CH:11][N:10]=1.[Cl:21][C:22]1[CH:27]=[C:26]([C:28]([C:30]([F:33])([F:32])[F:31])=[CH2:29])[CH:25]=[C:24]([Cl:34])[CH:23]=1. (5) Given the product [CH2:28]([O:27][C:25](=[O:26])[C:22]([CH3:24])([CH3:23])[CH2:21][CH2:20][CH2:19][CH2:18][CH:17]([C:30]1[CH:35]=[CH:34][CH:33]=[CH:32][C:31]=1[Cl:36])[N:13]1[CH2:14][CH2:15][C:16]2[NH:8][CH:9]=[CH:10][C:11]=2[CH2:12]1)[CH3:29], predict the reactants needed to synthesize it. The reactants are: C(OC([N:8]1[C:16]2[CH2:15][CH2:14][N:13]([CH:17]([C:30]3[CH:35]=[CH:34][CH:33]=[CH:32][C:31]=3[Cl:36])[CH2:18][CH2:19][CH2:20][CH2:21][C:22]([C:25]([O:27][CH2:28][CH3:29])=[O:26])([CH3:24])[CH3:23])[CH2:12][C:11]=2[CH:10]=[CH:9]1)=O)(C)(C)C.FC(F)(F)C(O)=O. (6) The reactants are: [CH3:1][O:2][C:3](=[O:38])[C:4]1[CH:9]=[CH:8][C:7]([CH2:10][N:11]2[CH:15]=[C:14]([C:16]3[CH:21]=[CH:20][C:19]([Cl:22])=[CH:18][C:17]=3[Cl:23])[N:13]=[C:12]2[CH2:24][C:25]2[CH:30]=[CH:29][C:28]([C:31]3[CH:36]=[CH:35][CH:34]=[C:33]([NH2:37])[CH:32]=3)=[CH:27][CH:26]=2)=[CH:6][CH:5]=1.[CH2:39]([S:42](Cl)(=[O:44])=[O:43])[CH2:40][CH3:41]. Given the product [CH3:1][O:2][C:3](=[O:38])[C:4]1[CH:9]=[CH:8][C:7]([CH2:10][N:11]2[CH:15]=[C:14]([C:16]3[CH:21]=[CH:20][C:19]([Cl:22])=[CH:18][C:17]=3[Cl:23])[N:13]=[C:12]2[CH2:24][C:25]2[CH:30]=[CH:29][C:28]([C:31]3[CH:36]=[CH:35][CH:34]=[C:33]([NH:37][S:42]([CH2:39][CH2:40][CH3:41])(=[O:44])=[O:43])[CH:32]=3)=[CH:27][CH:26]=2)=[CH:6][CH:5]=1, predict the reactants needed to synthesize it.